From a dataset of Forward reaction prediction with 1.9M reactions from USPTO patents (1976-2016). Predict the product of the given reaction. Given the reactants [C:1]([O:5][C:6](=[O:26])[NH:7][CH:8]([OH:25])[C@@H:9]1[O:13][C:12](=[O:14])[N:11]([CH2:15][C:16]2[CH:21]=[CH:20][CH:19]=[C:18]([CH:22]([CH3:24])[CH3:23])[CH:17]=2)[CH2:10]1)([CH3:4])([CH3:3])[CH3:2].[C:27](OC(=O)C)(=[O:29])[CH3:28], predict the reaction product. The product is: [C:1]([O:5][C:6](=[O:26])[NH:7][CH:8]([O:25][C:27](=[O:29])[CH3:28])[C@@H:9]1[O:13][C:12](=[O:14])[N:11]([CH2:15][C:16]2[CH:21]=[CH:20][CH:19]=[C:18]([CH:22]([CH3:23])[CH3:24])[CH:17]=2)[CH2:10]1)([CH3:2])([CH3:4])[CH3:3].